This data is from Forward reaction prediction with 1.9M reactions from USPTO patents (1976-2016). The task is: Predict the product of the given reaction. The product is: [OH:1][C@@H:2]1[CH2:7][CH2:6][CH2:5][CH2:4][C@H:3]1[NH:8][C:9]([C:11]1[CH:16]=[N:15][C:14]([O:36][CH2:35][C:30]2[N:31]=[CH:32][CH:33]=[CH:34][N:29]=2)=[C:13]([C:18]2[CH:23]=[CH:22][C:21]([O:24][C:25]([F:28])([F:27])[F:26])=[CH:20][CH:19]=2)[N:12]=1)=[O:10]. Given the reactants [OH:1][C@@H:2]1[CH2:7][CH2:6][CH2:5][CH2:4][C@H:3]1[NH:8][C:9]([C:11]1[CH:16]=[N:15][C:14](Br)=[C:13]([C:18]2[CH:23]=[CH:22][C:21]([O:24][C:25]([F:28])([F:27])[F:26])=[CH:20][CH:19]=2)[N:12]=1)=[O:10].[N:29]1[CH:34]=[CH:33][CH:32]=[N:31][C:30]=1[CH2:35][OH:36], predict the reaction product.